From a dataset of B-cell epitopes from IEDB database with 3,159 antigens for binding position prediction. Token-level Classification. Given an antigen amino acid sequence, predict which amino acid positions are active epitope sites capable of antibody binding. Output is a list of indices for active positions. (1) Given the antigen sequence: MRALAVLSVTLVMACTEAFFPFISRGKELLWGKPEESRVSSVLEESKRLVDTAMYATMQRNLKKRGILSPAQLLSFSKLPEPTSGVIARAAEIMETSIQAMKRKVNLKTQQSQHPTDALSEDLLSIIANMSGCLPYMLPPKCPNTCLANKYRPITGACNNRDHPRWGASNTALARWLPPVYEDGFSQPRGWNPGFLYNGFPLPPVREVTRHVIQVSNEVVTDDDRYSDLLMAWGQYIDHDIAFTPQSTSKAAFGGGADCQMTCENQNPCFPIQLPEEARPAAGTACLPFYRSSAACGTGDQGALFGNLSTANPRQQMNGLTSFLDASTVYGSSPALERQLRNWTSAEGLLRVHARLRDSGRAYLPFVPPRAPAACAPEPGIPGETRGPCFLAGDGRASEVPSLTALHTLWLREHNRLAAALKALNAHWSADAVYQEARKVVGALHQIITLRDYIPRILGPEAFQQYVGPYEGYDSTANPTVSNVFSTAAFRFGHATIHPL..., which amino acid positions are active epitope sites? The epitope positions are: [792, 793, 794, 795, 796, 797, 798, 799, 800, 801, 802, 803, 804, 805, 806]. The amino acids at these positions are: LCKDSGRLPRVTWIS. (2) Given the antigen sequence: FNCLGMSNRDFLEGVSGATWVDLVLEGDSCVTIMSKDKPTIDVKMMNMEAANLADVRSYCYLASVSDLSTRAACPTMGEAHNEKRADPAFVCKQGVVDRGWGNGCGLFGKGSIDTCAKFACTTKATGWIIQKENIKYEVAIFVHGPTTVESHGNYSTQIGATQAGRFSITPSAPSYTLKLGEYGEVTVDCEPRSGIDTSAYYVMSVGAKSFLVHREWFMDLNLPWSSAGSTTWRNRETLMEFEEPHATKQSVVALGSQEGALHQALAGAIPVEFSSNTVKLTSGHLKCRVKMEKLQLKGTTYGVCSKAFKFAGTPADTGHGTVVLELQYTGKDGPCKVPISSVASLNDLTPVGRLVTVNPFVSVATANSKVLIELEPPFGDSYIVVGRGEQQINHHWHKSGSSIGKAFTTTLRGAQRLAALGDTAWDFGSVGGVFTSVGKAIHQVFGGAFRSLFGGMSWITQGLLGALLLWMGINARDRSIAMTFLAVGGVLLFLSVNVH..., which amino acid positions are active epitope sites? The epitope positions are: [354, 355, 356, 357, 358, 359, 360, 361, 362, 363, 364, 365, 366, 367, 368]. The amino acids at these positions are: LVTVNPFVSVATANS. (3) Given the antigen sequence: FHLTTRNGEPHMIVSRQEKGKSLLFKTKDGTNMCTLMAMDLGELCEDTITYKCPFLKQNEPEDIDCWCNSTSTWVTYGTCTTTGEHRREKRSVALVPHVGMGLETRTETWMSSEGAWKH, which amino acid positions are active epitope sites? The epitope positions are: [52, 53, 54, 55, 56, 57, 58, 59, 60, 61, 62, 63, 64, 65, 66]. The amino acids at these positions are: CPFLKQNEPEDIDCW.